From a dataset of Full USPTO retrosynthesis dataset with 1.9M reactions from patents (1976-2016). Predict the reactants needed to synthesize the given product. (1) Given the product [N:4]1[C:5]2[C:6]3[CH:19]=[CH:18][CH:17]=[N:16][C:7]=3[NH:8][C:9]3[CH:15]=[N:14][CH:13]=[CH:12][C:10]=3[C:11]=2[NH:2][C:3]=1[CH:20]1[CH2:21][CH2:22][CH:23]([CH2:26][C:27]#[N:28])[CH2:24][CH2:25]1, predict the reactants needed to synthesize it. The reactants are: O[N:2]1[C:11]2[C:10]3[CH:12]=[CH:13][N:14]=[CH:15][C:9]=3[NH:8][C:7]3[N:16]=[CH:17][CH:18]=[CH:19][C:6]=3[C:5]=2[N:4]=[C:3]1[CH:20]1[CH2:25][CH2:24][CH:23]([CH2:26][C:27]#[N:28])[CH2:22][CH2:21]1.P(OC(C)C)(OC(C)C)OC(C)C. (2) Given the product [ClH:42].[N:27]1[CH:28]=[CH:29][CH:30]=[C:25]([CH2:24][NH:23][C:19]([C:17]2[S:16][C:11]3[N:10]([C:9](=[O:22])[N:8]([CH2:1][C:2]4[CH:3]=[CH:4][CH:5]=[CH:6][CH:7]=4)[C:13](=[O:14])[C:12]=3[CH3:15])[CH:18]=2)=[O:20])[CH:26]=1, predict the reactants needed to synthesize it. The reactants are: [CH2:1]([N:8]1[C:13](=[O:14])[C:12]([CH3:15])=[C:11]2[S:16][C:17]([C:19](O)=[O:20])=[CH:18][N:10]2[C:9]1=[O:22])[C:2]1[CH:7]=[CH:6][CH:5]=[CH:4][CH:3]=1.[NH2:23][CH2:24][C:25]1[CH:26]=[N:27][CH:28]=[CH:29][CH:30]=1.O.ON1C2C=CC=CC=2N=N1.[ClH:42].CN(C)CCCN=C=NCC. (3) Given the product [F:20][C:21]1[CH:22]=[C:23]2[C:24](=[CH:25][CH:26]=1)[NH:27][C:2]1[CH2:7][CH2:6][CH:5]([NH:8][C:9](=[O:18])[O:10][CH2:11][C:12]3[CH:17]=[CH:16][CH:15]=[CH:14][CH:13]=3)[CH2:4][C:3]2=1, predict the reactants needed to synthesize it. The reactants are: O=[C:2]1[CH2:7][CH2:6][CH:5]([NH:8][C:9](=[O:18])[O:10][CH2:11][C:12]2[CH:17]=[CH:16][CH:15]=[CH:14][CH:13]=2)[CH2:4][CH2:3]1.Cl.[F:20][C:21]1[CH:26]=[CH:25][C:24]([NH:27]N)=[CH:23][CH:22]=1. (4) Given the product [F:1][C:2]1[CH:3]=[C:4]([N:9]2[CH2:13][CH:12]([CH2:14][O:15][C:16]3[CH:20]=[CH:19][O:18][N:17]=3)[O:11][C:10]2=[O:21])[CH:5]=[CH:6][C:7]=1[C:27]1[CH:28]=[CH:29][C:24]([CH2:23][OH:22])=[CH:25][CH:26]=1, predict the reactants needed to synthesize it. The reactants are: [F:1][C:2]1[CH:3]=[C:4]([N:9]2[CH2:13][CH:12]([CH2:14][O:15][C:16]3[CH:20]=[CH:19][O:18][N:17]=3)[O:11][C:10]2=[O:21])[CH:5]=[CH:6][C:7]=1I.[OH:22][CH2:23][C:24]1[CH:29]=[CH:28][C:27](B(O)O)=[CH:26][CH:25]=1. (5) Given the product [Br:1][C:2]1[CH:13]=[CH:12][C:5]2[C:6](=[O:11])[N:7]([CH2:23][O:22][CH2:21][CH2:20][Si:17]([CH3:19])([CH3:18])[CH3:16])[S:8](=[O:10])(=[O:9])[C:4]=2[CH:3]=1, predict the reactants needed to synthesize it. The reactants are: [Br:1][C:2]1[CH:13]=[CH:12][C:5]2[C:6](=[O:11])[NH:7][S:8](=[O:10])(=[O:9])[C:4]=2[CH:3]=1.[H-].[Na+].[CH3:16][Si:17]([CH2:20][CH2:21][O:22][CH2:23]Cl)([CH3:19])[CH3:18]. (6) Given the product [Cl:1][C:2]1[C:3]([C:9]2[CH:10]=[N:11][C:12]([CH2:23][CH3:24])=[C:13]([NH:15][CH2:16][CH:17]3[CH2:22][CH2:21][O:20][CH2:19][CH2:18]3)[N:14]=2)=[CH:4][C:5]([NH:25][C@H:26]2[CH2:31][CH2:30][C@H:29]([NH2:32])[CH2:28][CH2:27]2)=[N:6][CH:7]=1, predict the reactants needed to synthesize it. The reactants are: [Cl:1][C:2]1[C:3]([C:9]2[N:14]=[C:13]([NH:15][CH2:16][CH:17]3[CH2:22][CH2:21][O:20][CH2:19][CH2:18]3)[C:12]([CH2:23][CH3:24])=[N:11][CH:10]=2)=[CH:4][C:5](F)=[N:6][CH:7]=1.[NH2:25][CH:26]1[CH2:31][CH2:30][CH:29]([NH2:32])[CH2:28][CH2:27]1.C(N(CC)CC)C. (7) Given the product [NH2:1][C:2]1[C:3]2[C:10]([C:11]3[CH:16]=[CH:15][CH:14]=[C:13]([O:17][CH2:18][C:19]4[CH:24]=[CH:23][CH:22]=[CH:21][CH:20]=4)[CH:12]=3)=[CH:9][N:8]([C@H:25]3[CH2:30][CH2:29][C@H:28]([O:31][S:38]([C:35]4[CH:36]=[CH:37][C:32]([CH3:42])=[CH:33][CH:34]=4)(=[O:40])=[O:39])[CH2:27][CH2:26]3)[C:4]=2[N:5]=[CH:6][N:7]=1, predict the reactants needed to synthesize it. The reactants are: [NH2:1][C:2]1[C:3]2[C:10]([C:11]3[CH:16]=[CH:15][CH:14]=[C:13]([O:17][CH2:18][C:19]4[CH:24]=[CH:23][CH:22]=[CH:21][CH:20]=4)[CH:12]=3)=[CH:9][N:8]([C@H:25]3[CH2:30][CH2:29][C@H:28]([OH:31])[CH2:27][CH2:26]3)[C:4]=2[N:5]=[CH:6][N:7]=1.[C:32]1([CH3:42])[CH:37]=[CH:36][C:35]([S:38](Cl)(=[O:40])=[O:39])=[CH:34][CH:33]=1.